This data is from Forward reaction prediction with 1.9M reactions from USPTO patents (1976-2016). The task is: Predict the product of the given reaction. Given the reactants [C:1]([O:6][CH2:7]Cl)(=[O:5])[CH2:2][CH2:3][CH3:4].[Na+].[I-].O=C(C1C=CC=CC=1)COC(=O)[C@H](O)C[N:18]([CH2:28][C:29]1[CH:34]=[CH:33][C:32]([C:35]2[CH:40]=[CH:39][CH:38]=[C:37]([Cl:41])[CH:36]=2)=[CH:31][CH:30]=1)[NH:19][C:20]([C:22]1[O:26][N:25]=[C:24]([OH:27])[CH:23]=1)=[O:21].CCN([CH2:55][CH3:56])CC.C[C:58]([OH:60])=[O:59].CC(C)=[O:63], predict the reaction product. The product is: [C:58]([C@H:55]([OH:63])[CH2:56][N:19]([C:20]([C:22]1[O:26][N:25]=[C:24]([O:27][CH2:7][O:6][C:1](=[O:5])[CH2:2][CH2:3][CH3:4])[CH:23]=1)=[O:21])[NH:18][CH2:28][C:29]1[CH:30]=[CH:31][C:32]([C:35]2[CH:40]=[CH:39][CH:38]=[C:37]([Cl:41])[CH:36]=2)=[CH:33][CH:34]=1)([OH:60])=[O:59].